This data is from Catalyst prediction with 721,799 reactions and 888 catalyst types from USPTO. The task is: Predict which catalyst facilitates the given reaction. (1) Reactant: [OH:1][C:2]1[CH:3]=[CH:4][C:5]([NH:12][S:13]([C:16]2[CH:21]=[CH:20][C:19]([CH3:22])=[CH:18][CH:17]=2)(=[O:15])=[O:14])=[C:6]([CH:11]=1)[C:7]([O:9][CH3:10])=[O:8].F[C:24]1[CH:29]=[CH:28][C:27]([N+:30]([O-:32])=[O:31])=[C:26]([O:33][CH2:34][CH2:35][CH2:36][CH2:37][CH3:38])[CH:25]=1.C(=O)([O-])[O-].[K+].[K+]. Product: [CH3:10][O:9][C:7](=[O:8])[C:6]1[CH:11]=[C:2]([O:1][C:24]2[CH:29]=[CH:28][C:27]([N+:30]([O-:32])=[O:31])=[C:26]([O:33][CH2:34][CH2:35][CH2:36][CH2:37][CH3:38])[CH:25]=2)[CH:3]=[CH:4][C:5]=1[NH:12][S:13]([C:16]1[CH:21]=[CH:20][C:19]([CH3:22])=[CH:18][CH:17]=1)(=[O:15])=[O:14]. The catalyst class is: 39. (2) Reactant: C(Cl)(=O)C(Cl)=O.CS(C)=O.[OH:11][CH2:12][CH2:13][CH2:14][CH2:15][CH2:16][NH:17][C:18](=[O:61])[C@@H:19]([NH:43][C:44](=[O:60])[O:45][CH2:46][CH:47]1[C:59]2[CH:58]=[CH:57][CH:56]=[CH:55][C:54]=2[C:53]2[C:48]1=[CH:49][CH:50]=[CH:51][CH:52]=2)[C:20]([CH3:42])([S:22][C:23]([C:36]1[CH:41]=[CH:40][CH:39]=[CH:38][CH:37]=1)([C:30]1[CH:35]=[CH:34][CH:33]=[CH:32][CH:31]=1)[C:24]1[CH:29]=[CH:28][CH:27]=[CH:26][CH:25]=1)[CH3:21]. Product: [CH3:42][C:20]([S:22][C:23]([C:36]1[CH:41]=[CH:40][CH:39]=[CH:38][CH:37]=1)([C:30]1[CH:35]=[CH:34][CH:33]=[CH:32][CH:31]=1)[C:24]1[CH:29]=[CH:28][CH:27]=[CH:26][CH:25]=1)([CH3:21])[C@H:19]([NH:43][C:44](=[O:60])[O:45][CH2:46][CH:47]1[C:59]2[CH:58]=[CH:57][CH:56]=[CH:55][C:54]=2[C:53]2[C:48]1=[CH:49][CH:50]=[CH:51][CH:52]=2)[C:18](=[O:61])[NH:17][CH2:16][CH2:15][CH2:14][CH2:13][CH:12]=[O:11]. The catalyst class is: 2. (3) Reactant: [CH2:1]([O:8][C:9]([C:11]1[C:19]2[C:14](=[CH:15][CH:16]=[C:17]([CH2:20][CH2:21][NH:22][CH3:23])[CH:18]=2)[NH:13][C:12]=1[CH3:24])=[O:10])[C:2]1[CH:7]=[CH:6][CH:5]=[CH:4][CH:3]=1.[O:25]1[CH2:30][CH2:29][C:28](=O)[CH2:27][CH2:26]1.C(O[BH-](OC(=O)C)OC(=O)C)(=O)C.[Na+].C(O)(=O)C. Product: [CH2:1]([O:8][C:9]([C:11]1[C:19]2[C:14](=[CH:15][CH:16]=[C:17]([CH2:20][CH2:21][N:22]([CH3:23])[CH:28]3[CH2:29][CH2:30][O:25][CH2:26][CH2:27]3)[CH:18]=2)[NH:13][C:12]=1[CH3:24])=[O:10])[C:2]1[CH:3]=[CH:4][CH:5]=[CH:6][CH:7]=1. The catalyst class is: 68. (4) Reactant: [CH2:1]([O:3][C:4](=[O:16])[CH2:5][N:6]1[C:14]2[CH2:13][CH2:12][CH2:11][CH:10]([NH2:15])[C:9]=2[CH:8]=[N:7]1)[CH3:2].Cl[C:18]([O:20][CH2:21][C:22]1[CH:27]=[CH:26][CH:25]=[CH:24][CH:23]=1)=[O:19]. Product: [CH2:1]([O:3][C:4](=[O:16])[CH2:5][N:6]1[C:14]2[CH2:13][CH2:12][CH2:11][CH:10]([NH:15][C:18]([O:20][CH2:21][C:22]3[CH:27]=[CH:26][CH:25]=[CH:24][CH:23]=3)=[O:19])[C:9]=2[CH:8]=[N:7]1)[CH3:2]. The catalyst class is: 813. (5) Reactant: [I:1][C:2]1[C:10]2[C:5](=[CH:6][CH:7]=[C:8]([O:11][C:12]([F:15])([F:14])[F:13])[CH:9]=2)[NH:4][N:3]=1.[CH3:16]C([O-])(C)C.[K+].CI. Product: [I:1][C:2]1[C:10]2[C:5](=[CH:6][CH:7]=[C:8]([O:11][C:12]([F:14])([F:13])[F:15])[CH:9]=2)[N:4]([CH3:16])[N:3]=1. The catalyst class is: 1.